Task: Predict the reactants needed to synthesize the given product.. Dataset: Full USPTO retrosynthesis dataset with 1.9M reactions from patents (1976-2016) (1) Given the product [C:24]([C:28]1[CH:32]=[C:31]([NH:33][C:34]([NH:4][C:3]2[CH:5]=[C:6]([O:9][C:10]3[C:19]4[C:14](=[CH:15][C:16]([O:22][CH3:23])=[C:17]([O:20][CH3:21])[CH:18]=4)[N:13]=[CH:12][N:11]=3)[CH:7]=[CH:8][C:2]=2[Cl:1])=[O:35])[N:30]([C:43]2[CH:48]=[CH:47][C:46]([CH3:49])=[CH:45][CH:44]=2)[N:29]=1)([CH3:27])([CH3:26])[CH3:25], predict the reactants needed to synthesize it. The reactants are: [Cl:1][C:2]1[CH:8]=[CH:7][C:6]([O:9][C:10]2[C:19]3[C:14](=[CH:15][C:16]([O:22][CH3:23])=[C:17]([O:20][CH3:21])[CH:18]=3)[N:13]=[CH:12][N:11]=2)=[CH:5][C:3]=1[NH2:4].[C:24]([C:28]1[CH:32]=[C:31]([NH:33][C:34](=O)[O:35]C2C=CC=CC=2)[N:30]([C:43]2[CH:48]=[CH:47][C:46]([CH3:49])=[CH:45][CH:44]=2)[N:29]=1)([CH3:27])([CH3:26])[CH3:25]. (2) The reactants are: [Cl:1][CH2:2][CH2:3][NH:4][C:5]([C:7]1[CH:8]=[N:9][N:10]2[CH:15]=[CH:14][C:13]([N:16]3[C@@H:20]([C:21]4[C:22]([O:28]C)=[N:23][CH:24]=[C:25]([F:27])[CH:26]=4)[CH2:19][O:18][C:17]3=[O:30])=[N:12][C:11]=12)=[O:6]. Given the product [Cl:1][CH2:2][CH2:3][NH:4][C:5]([C:7]1[CH:8]=[N:9][N:10]2[CH:15]=[CH:14][C:13]([N:16]3[C@@H:20]([C:21]4[C:22](=[O:28])[NH:23][CH:24]=[C:25]([F:27])[CH:26]=4)[CH2:19][O:18][C:17]3=[O:30])=[N:12][C:11]=12)=[O:6], predict the reactants needed to synthesize it. (3) Given the product [Cl:1][C:2]1[CH:3]=[C:4]([C@H:9]([CH2:13][CH2:14][OH:15])[CH2:10][N:11]([CH3:12])[C:33]([C:25]2[C:26]3[C:31](=[CH:30][CH:29]=[CH:28][CH:27]=3)[CH:32]=[C:23]([C:21]#[N:22])[C:24]=2[O:36][CH3:37])=[O:34])[CH:5]=[CH:6][C:7]=1[Cl:8], predict the reactants needed to synthesize it. The reactants are: [Cl:1][C:2]1[CH:3]=[C:4]([C@H:9]([CH2:13][CH2:14][OH:15])[CH2:10][NH:11][CH3:12])[CH:5]=[CH:6][C:7]=1[Cl:8].C(=O)(O)[O-].[Na+].[C:21]([C:23]1[C:24]([O:36][CH3:37])=[C:25]([C:33](Cl)=[O:34])[C:26]2[C:31]([CH:32]=1)=[CH:30][CH:29]=[CH:28][CH:27]=2)#[N:22].